Dataset: Forward reaction prediction with 1.9M reactions from USPTO patents (1976-2016). Task: Predict the product of the given reaction. (1) Given the reactants [N:1]1[C:10]2[C:5](=[CH:6][CH:7]=[CH:8][CH:9]=2)[C:4](O)=[CH:3][CH:2]=1.P(Br)(Br)[Br:13], predict the reaction product. The product is: [Br:13][C:4]1[C:5]2[C:10](=[CH:9][CH:8]=[CH:7][CH:6]=2)[N:1]=[CH:2][CH:3]=1. (2) Given the reactants C(N(CC)CC)C.C(NC1C=CC(S([N:21]=[N+:22]=[N-])(=O)=O)=CC=1)(=O)C.[CH3:24][CH:25]1[CH2:30][C:29](=[O:31])[CH2:28][C:27](=[O:32])[CH2:26]1, predict the reaction product. The product is: [N+:21](=[C:28]1[C:29](=[O:31])[CH2:30][CH:25]([CH3:24])[CH2:26][C:27]1=[O:32])=[N-:22]. (3) The product is: [CH2:1]([O:3][C:4]1[C@@H:9]([C@H:10]([CH2:12][OH:13])[OH:11])[O:8][C:6](=[O:7])[C:5]=1[OH:17])[CH3:2]. Given the reactants [CH2:1]([O:3][C:4]1[C@@H:9]([C@H:10]([C:12](=C(C)C)[OH:13])[OH:11])[O:8][C:6](=[O:7])[C:5]=1[OH:17])[CH3:2], predict the reaction product. (4) Given the reactants [C:1](=O)([O-])[O-].[K+].[K+].CC(C)=O.[CH3:11][C:12]1([CH3:30])[C:16]([CH3:18])([CH3:17])[O:15][B:14]([C:19]2[CH:20]=[C:21]([NH:25][S:26]([CH3:29])(=[O:28])=[O:27])[CH:22]=[CH:23][CH:24]=2)[O:13]1.IC, predict the reaction product. The product is: [CH3:1][N:25]([C:21]1[CH:22]=[CH:23][CH:24]=[C:19]([B:14]2[O:13][C:12]([CH3:30])([CH3:11])[C:16]([CH3:17])([CH3:18])[O:15]2)[CH:20]=1)[S:26]([CH3:29])(=[O:28])=[O:27]. (5) Given the reactants [C:1]([O:5][C:6]([N:8]1[CH2:14][C:13]2[CH:15]=[C:16]([N:19]3[CH2:23][CH:22]([CH2:24][NH2:25])[O:21][C:20]3=[O:26])[CH:17]=[CH:18][C:12]=2[O:11][CH2:10][CH2:9]1)=[O:7])([CH3:4])([CH3:3])[CH3:2].C(N(C(C)C)CC)(C)C.[C:36](Cl)(=[O:38])[CH3:37], predict the reaction product. The product is: [C:1]([O:5][C:6]([N:8]1[CH2:14][C:13]2[CH:15]=[C:16]([N:19]3[CH2:23][CH:22]([CH2:24][NH:25][C:36](=[O:38])[CH3:37])[O:21][C:20]3=[O:26])[CH:17]=[CH:18][C:12]=2[O:11][CH2:10][CH2:9]1)=[O:7])([CH3:4])([CH3:2])[CH3:3].